This data is from Reaction yield outcomes from USPTO patents with 853,638 reactions. The task is: Predict the reaction yield, written as a fraction of the theoretical maximum amount of product (1.0 means a 100% yield; for example, 0.34 means a 34% yield). The reactants are [BH4-].[Na+].[OH-].[Na+].O.[CH3:6][C:7]([CH3:14])([C:11](=[O:13])[CH3:12])[C:8](=[O:10])[CH3:9]. The catalyst is CO. The product is [CH3:6][C:7]([CH3:14])([CH:11]([OH:13])[CH3:12])[CH:8]([OH:10])[CH3:9]. The yield is 0.900.